Dataset: Forward reaction prediction with 1.9M reactions from USPTO patents (1976-2016). Task: Predict the product of the given reaction. (1) Given the reactants [F:1][CH:2]([F:18])[O:3][C:4]1[N:9]=[C:8]([NH:10]C(=O)OC(C)(C)C)[CH:7]=[CH:6][CH:5]=1.O1CCOCC1.[ClH:25], predict the reaction product. The product is: [ClH:25].[F:18][CH:2]([F:1])[O:3][C:4]1[N:9]=[C:8]([NH2:10])[CH:7]=[CH:6][CH:5]=1. (2) The product is: [CH:13]1([C:2]2[CH:10]=[C:9]([CH3:11])[C:5]([C:6]([NH2:8])=[O:7])=[C:4]([F:12])[CH:3]=2)[CH2:15][CH2:14]1. Given the reactants Br[C:2]1[CH:10]=[C:9]([CH3:11])[C:5]([C:6]([NH2:8])=[O:7])=[C:4]([F:12])[CH:3]=1.[CH:13]1(B(O)O)[CH2:15][CH2:14]1.C1(P(C2CCCCC2)C2CCCCC2)CCCCC1.C(=O)([O-])[O-].[K+].[K+].[OH-].[NH4+], predict the reaction product. (3) Given the reactants [F:1][C:2]1[CH:10]=[C:9]2[C:5]([CH:6]=[CH:7][NH:8]2)=[CH:4][CH:3]=1.[OH-].[K+].[I:13]I, predict the reaction product. The product is: [I:13][C:6]1[C:5]2[C:9](=[CH:10][C:2]([F:1])=[CH:3][CH:4]=2)[NH:8][CH:7]=1. (4) Given the reactants O[CH2:2][C:3]1[CH:12]=[N:11][C:10]2[N:9]3[CH2:13][CH2:14][CH2:15][C@H:8]3[C:7](=[O:16])[NH:6][C:5]=2[CH:4]=1.Cl.[CH2:18]([NH:20][C:21](=[O:35])[C:22]1[CH:27]=[CH:26][C:25]([N:28]2[CH2:33][CH2:32][NH:31][CH2:30][CH2:29]2)=[C:24]([CH3:34])[CH:23]=1)[CH3:19].[I-].C(C[P+](C)(C)C)#N.C(N(CC)C(C)C)(C)C, predict the reaction product. The product is: [CH2:18]([NH:20][C:21](=[O:35])[C:22]1[CH:27]=[CH:26][C:25]([N:28]2[CH2:29][CH2:30][N:31]([CH2:2][C:3]3[CH:12]=[N:11][C:10]4[N:9]5[CH2:13][CH2:14][CH2:15][C@H:8]5[C:7](=[O:16])[NH:6][C:5]=4[CH:4]=3)[CH2:32][CH2:33]2)=[C:24]([CH3:34])[CH:23]=1)[CH3:19]. (5) The product is: [Si:24]([O:6][C:7]1[CH:12]=[CH:11][C:10](/[CH:13]=[CH:14]\[CH2:15][CH2:16][C:17]([O:19][CH2:20][CH3:21])=[O:18])=[CH:9][C:8]=1[O:22][CH3:23])([C:27]([CH3:30])([CH3:29])[CH3:28])([CH3:26])[CH3:25]. Given the reactants N1C=CN=C1.[OH:6][C:7]1[CH:12]=[CH:11][C:10]([CH:13]=[CH:14][CH2:15][CH2:16][C:17]([O:19][CH2:20][CH3:21])=[O:18])=[CH:9][C:8]=1[O:22][CH3:23].[Si:24](Cl)([C:27]([CH3:30])([CH3:29])[CH3:28])([CH3:26])[CH3:25].C([O-])(O)=O.[Na+], predict the reaction product.